Dataset: Peptide-MHC class II binding affinity with 134,281 pairs from IEDB. Task: Regression. Given a peptide amino acid sequence and an MHC pseudo amino acid sequence, predict their binding affinity value. This is MHC class II binding data. (1) The peptide sequence is LDLAVNAAVDAGIHF. The MHC is DRB3_0202 with pseudo-sequence DRB3_0202. The binding affinity (normalized) is 0.787. (2) The peptide sequence is EKKKFAATQFEPLAA. The MHC is HLA-DPA10301-DPB10402 with pseudo-sequence HLA-DPA10301-DPB10402. The binding affinity (normalized) is 0.897.